From a dataset of Peptide-MHC class I binding affinity with 185,985 pairs from IEDB/IMGT. Regression. Given a peptide amino acid sequence and an MHC pseudo amino acid sequence, predict their binding affinity value. This is MHC class I binding data. (1) The peptide sequence is TVIRFWHAM. The MHC is HLA-B08:02 with pseudo-sequence HLA-B08:02. The binding affinity (normalized) is 0.0847. (2) The peptide sequence is TSTLQEQIAW. The MHC is HLA-B35:01 with pseudo-sequence HLA-B35:01. The binding affinity (normalized) is 0. (3) The peptide sequence is VPEFAKQYV. The MHC is HLA-B53:01 with pseudo-sequence HLA-B53:01. The binding affinity (normalized) is 0.210. (4) The peptide sequence is KEAYCQEFLL. The MHC is HLA-B45:01 with pseudo-sequence HLA-B45:01. The binding affinity (normalized) is 0.186. (5) The peptide sequence is IVLPEKDSW. The MHC is HLA-B35:01 with pseudo-sequence HLA-B35:01. The binding affinity (normalized) is 0.